From a dataset of Peptide-MHC class I binding affinity with 185,985 pairs from IEDB/IMGT. Regression. Given a peptide amino acid sequence and an MHC pseudo amino acid sequence, predict their binding affinity value. This is MHC class I binding data. (1) The peptide sequence is RRCPHHERC. The MHC is HLA-A26:02 with pseudo-sequence HLA-A26:02. The binding affinity (normalized) is 0.329. (2) The binding affinity (normalized) is 0.0847. The MHC is HLA-A24:03 with pseudo-sequence HLA-A24:03. The peptide sequence is SVMSTFFWE. (3) The peptide sequence is QLKGMSYSM. The MHC is HLA-B08:02 with pseudo-sequence HLA-B08:02. The binding affinity (normalized) is 0.0847.